Dataset: Reaction yield outcomes from USPTO patents with 853,638 reactions. Task: Predict the reaction yield, written as a fraction of the theoretical maximum amount of product (1.0 means a 100% yield; for example, 0.34 means a 34% yield). (1) The yield is 0.560. The product is [CH2:15]([NH:22][CH:2]1[CH2:7][CH2:6][N:5]([C:8]([O:10][C:11]([CH3:14])([CH3:13])[CH3:12])=[O:9])[CH2:4][CH2:3]1)[C:16]1[CH:21]=[CH:20][CH:19]=[CH:18][CH:17]=1. The reactants are O=[C:2]1[CH2:7][CH2:6][N:5]([C:8]([O:10][C:11]([CH3:14])([CH3:13])[CH3:12])=[O:9])[CH2:4][CH2:3]1.[CH2:15]([NH2:22])[C:16]1[CH:21]=[CH:20][CH:19]=[CH:18][CH:17]=1.CC(O)=O.[BH3-]C#N.[Na+]. The catalyst is CO. (2) The reactants are [CH3:1][O:2][C:3]1[CH:4]=[C:5](/[C:11](=[CH:14]/[C:15]2[CH:20]=[CH:19][C:18]([OH:21])=[CH:17][CH:16]=2)/[C:12]#[N:13])[CH:6]=[CH:7][C:8]=1[O:9][CH3:10].[Cl-].[CH2:23]([O:25][C:26](=[O:32])[CH2:27][CH2:28][C:29](O)=[O:30])[CH3:24]. The catalyst is N1C=CC=CC=1. The product is [C:29]([O:21][C:18]1[CH:17]=[CH:16][C:15](/[CH:14]=[C:11](\[C:12]#[N:13])/[C:5]2[CH:6]=[CH:7][C:8]([O:9][CH3:10])=[C:3]([O:2][CH3:1])[CH:4]=2)=[CH:20][CH:19]=1)(=[O:30])[CH2:28][CH2:27][C:26]([O:25][CH2:23][CH3:24])=[O:32]. The yield is 0.900. (3) The reactants are [C:1]([O:5][C:6]([NH:8][CH:9]=[N:10][C:11]1[S:12][C:13]([S:29][CH3:30])=[C:14]([C:16]2[N:17]=[C:18]([NH:21][C:22]3[CH:27]=[CH:26][C:25](O)=[CH:24][CH:23]=3)[S:19][CH:20]=2)[CH:15]=1)=[O:7])([CH3:4])([CH3:3])[CH3:2].C([O-])([O-])=[O:32].[Cs+].[Cs+].Br[CH2:38][C:39]([NH2:41])=[O:40]. The catalyst is CN(C=O)C. The product is [C:1]([O:5][C:6]([NH:8][CH:9]=[N:10][C:11]1[S:12][C:13]([S:29][CH3:30])=[C:14]([C:16]2[N:17]=[C:18]([NH:21][C:22]3[CH:23]=[CH:24][CH:25]=[C:26]([O:32][CH2:38][C:39](=[O:40])[NH2:41])[CH:27]=3)[S:19][CH:20]=2)[CH:15]=1)=[O:7])([CH3:4])([CH3:2])[CH3:3]. The yield is 0.120. (4) The reactants are Cl.[NH2:2][C:3]1[C:4]2[C:14]([O:15][CH2:16][C:17]([NH2:20])([CH3:19])[CH3:18])=[CH:13][CH:12]=[CH:11][C:5]=2[NH:6][S:7](=[O:10])(=[O:9])[N:8]=1.[CH2:21]([C:23]1[CH:24]=[C:25]([CH:29]=[CH:30][N:31]=1)[C:26](O)=[O:27])[CH3:22]. No catalyst specified. The product is [NH2:2][C:3]1[C:4]2[C:14]([O:15][CH2:16][C:17]([NH:20][C:26](=[O:27])[C:25]3[CH:29]=[CH:30][N:31]=[C:23]([CH2:21][CH3:22])[CH:24]=3)([CH3:18])[CH3:19])=[CH:13][CH:12]=[CH:11][C:5]=2[NH:6][S:7](=[O:10])(=[O:9])[N:8]=1. The yield is 0.180.